This data is from Catalyst prediction with 721,799 reactions and 888 catalyst types from USPTO. The task is: Predict which catalyst facilitates the given reaction. (1) Reactant: [O:1]=[CH:2][C@@H:3]([C@H:5]([C@@H:7]([C@@H:9]([CH2:11][OH:12])[OH:10])[OH:8])[OH:6])[OH:4].[C:13]1([CH3:23])[CH:18]=[CH:17][C:16]([S:19](Cl)(=[O:21])=[O:20])=[CH:15][CH:14]=1.C(O[C:28](=[O:30])[CH3:29])(=O)C. Product: [C:13]1([CH3:23])[CH:18]=[CH:17][C:16]([S:19]([O:1][CH2:2][C@H:3]2[O:4][C@@H:11]([O:12][C:2](=[O:1])[CH3:3])[C@H:9]([O:10][C:5](=[O:6])[CH3:7])[C@@H:7]([O:8][C:9](=[O:10])[CH3:11])[C@@H:5]2[O:6][C:28](=[O:30])[CH3:29])(=[O:21])=[O:20])=[CH:15][CH:14]=1. The catalyst class is: 17. (2) Reactant: [N+:1]([C:4]1[CH:24]=[CH:23][C:7]([O:8][C:9]2[CH:22]=[CH:21][C:12]3[N:13]=[C:14]([NH:16][C:17](=[O:20])[O:18][CH3:19])[S:15][C:11]=3[CH:10]=2)=[CH:6][CH:5]=1)([O-])=O.Cl[Sn]Cl. Product: [NH2:1][C:4]1[CH:24]=[CH:23][C:7]([O:8][C:9]2[CH:22]=[CH:21][C:12]3[N:13]=[C:14]([NH:16][C:17](=[O:20])[O:18][CH3:19])[S:15][C:11]=3[CH:10]=2)=[CH:6][CH:5]=1. The catalyst class is: 3. (3) Product: [NH:18]1[C:13]2[CH:12]=[CH:11][C:16]([N:5]3[C@@H:4]([CH:1]([CH3:3])[CH3:2])[CH2:8][O:7][C:6]3=[O:9])=[CH:15][C:14]=2[N:17]=[CH:21]1. The catalyst class is: 205. Reactant: [CH:1]([C@H:4]1[CH2:8][O:7][C:6](=[O:9])[NH:5]1)([CH3:3])[CH3:2].I[C:11]1[CH:12]=[C:13]([NH2:18])[C:14]([NH2:17])=[CH:15][CH:16]=1.[F-].[Cs+].[CH:21]1(N)CCCCC1N.C(OCC)(OCC)OCC. (4) Reactant: Br[C:2]1[CH:3]=[N:4][CH:5]=[C:6]2[C:11]=1[N:10]=[C:9]([C:12]([NH:14][CH2:15][CH2:16][S:17]([CH3:20])(=[O:19])=[O:18])=[O:13])[CH:8]=[CH:7]2.[F:21][C:22]1[CH:27]=[CH:26][C:25](B(O)O)=[CH:24][CH:23]=1.C(=O)([O-])[O-].[Cs+].[Cs+]. Product: [F:21][C:22]1[CH:27]=[CH:26][C:25]([C:2]2[CH:3]=[N:4][CH:5]=[C:6]3[C:11]=2[N:10]=[C:9]([C:12]([NH:14][CH2:15][CH2:16][S:17]([CH3:20])(=[O:19])=[O:18])=[O:13])[CH:8]=[CH:7]3)=[CH:24][CH:23]=1. The catalyst class is: 688. (5) Reactant: Cl.Cl.Cl.[Cl:4][C:5]1[C:10]([Cl:11])=[CH:9][CH:8]=[CH:7][C:6]=1[N:12]1[CH2:17][CH2:16][N:15]([CH2:18][CH2:19][C@H:20]2[CH2:25][CH2:24][C@H:23]([NH2:26])[CH2:22][CH2:21]2)[CH2:14][CH2:13]1.[CH2:27]([N:29]([CH2:32]C)[CH2:30]C)C.ClC(Cl)([O:37]C(=O)OC(Cl)(Cl)Cl)Cl.Cl. Product: [Cl:4][C:5]1[C:10]([Cl:11])=[CH:9][CH:8]=[CH:7][C:6]=1[N:12]1[CH2:17][CH2:16][N:15]([CH2:18][CH2:19][C@H:20]2[CH2:25][CH2:24][C@H:23]([NH:26][C:27]([N:29]([CH3:32])[CH3:30])=[O:37])[CH2:22][CH2:21]2)[CH2:14][CH2:13]1. The catalyst class is: 4. (6) Reactant: [I-].[CH3:2][S+](C)(C)=O.[H-].[Na+].[Cl:9][C:10]1[C:11]([CH3:22])=[C:12](/[CH:16]=[CH:17]/[C:18]([O:20][CH3:21])=[O:19])[CH:13]=[CH:14][CH:15]=1. Product: [Cl:9][C:10]1[C:11]([CH3:22])=[C:12]([C@@H:16]2[CH2:2][C@H:17]2[C:18]([O:20][CH3:21])=[O:19])[CH:13]=[CH:14][CH:15]=1. The catalyst class is: 16. (7) Reactant: Br[CH2:2][CH2:3][O:4][C:5](=[O:18])[C:6]1[CH:11]=[CH:10][C:9]([N+:12]([O-:14])=[O:13])=[CH:8][C:7]=1[CH:15]([CH3:17])[CH3:16].C(N(CC)CC)C.[CH:26]([C:29]1[NH:30][CH:31]=[CH:32][N:33]=1)([CH3:28])[CH3:27]. Product: [CH:26]([C:29]1[N:30]([CH2:2][CH2:3][O:4][C:5](=[O:18])[C:6]2[CH:11]=[CH:10][C:9]([N+:12]([O-:14])=[O:13])=[CH:8][C:7]=2[CH:15]([CH3:17])[CH3:16])[CH:31]=[CH:32][N:33]=1)([CH3:28])[CH3:27]. The catalyst class is: 18.